This data is from Forward reaction prediction with 1.9M reactions from USPTO patents (1976-2016). The task is: Predict the product of the given reaction. (1) Given the reactants [CH2:1]([O:3][C:4]1[CH:5]=[C:6]([CH:26]=[C:27]([O:30][CH2:31][CH3:32])[C:28]=1[F:29])[CH2:7][N:8]1[CH2:13][CH2:12][CH:11]([NH:14][C:15](=[O:25])[C:16]2[CH:21]=[C:20]([O:22][CH3:23])[CH:19]=[C:18]([OH:24])[CH:17]=2)[CH2:10][CH2:9]1)[CH3:2].[CH3:33][S:34](Cl)(=[O:36])=[O:35].C(N(C(C)C)C(C)C)C, predict the reaction product. The product is: [CH2:31]([O:30][C:27]1[CH:26]=[C:6]([CH:5]=[C:4]([O:3][CH2:1][CH3:2])[C:28]=1[F:29])[CH2:7][N:8]1[CH2:13][CH2:12][CH:11]([NH:14][C:15]([C:16]2[CH:17]=[C:18]([O:24][S:34]([CH3:33])(=[O:36])=[O:35])[CH:19]=[C:20]([O:22][CH3:23])[CH:21]=2)=[O:25])[CH2:10][CH2:9]1)[CH3:32]. (2) The product is: [NH2:17][C:16]1[C:11]2[C:10]([C:18]3[CH:27]=[C:26]4[C:21]([CH2:22][CH2:23][CH:24]([C:28]5[CH:29]=[CH:30][CH:31]=[CH:32][CH:33]=5)[O:25]4)=[CH:20][CH:19]=3)=[CH:9][N:8]([C@@H:5]3[CH2:6][CH2:7][C@H:2]([NH:1][C:37]([CH:34]4[CH2:36][CH2:35]4)=[O:38])[CH2:3][CH2:4]3)[C:12]=2[N:13]=[CH:14][N:15]=1. Given the reactants [NH2:1][C@@H:2]1[CH2:7][CH2:6][C@H:5]([N:8]2[C:12]3[N:13]=[CH:14][N:15]=[C:16]([NH2:17])[C:11]=3[C:10]([C:18]3[CH:27]=[C:26]4[C:21]([CH2:22][CH2:23][CH:24]([C:28]5[CH:33]=[CH:32][CH:31]=[CH:30][CH:29]=5)[O:25]4)=[CH:20][CH:19]=3)=[CH:9]2)[CH2:4][CH2:3]1.[CH:34]1([C:37](Cl)=[O:38])[CH2:36][CH2:35]1, predict the reaction product.